From a dataset of Forward reaction prediction with 1.9M reactions from USPTO patents (1976-2016). Predict the product of the given reaction. (1) Given the reactants [C:1]([C:5]1[CH:10]=[CH:9][C:8]([S:11]([N:14]2[C:20]3[C:21]([CH3:25])=[CH:22][CH:23]=[CH:24][C:19]=3[NH:18][C:17]3[N:26]=[C:27]([C:30]([F:33])([F:32])[F:31])[CH:28]=[CH:29][C:16]=3[CH2:15]2)(=[O:13])=[O:12])=[CH:7][CH:6]=1)([CH3:4])([CH3:3])[CH3:2].C1C(=O)N([Br:41])C(=O)C1, predict the reaction product. The product is: [Br:41][C:22]1[CH:23]=[CH:24][C:19]2[NH:18][C:17]3[N:26]=[C:27]([C:30]([F:32])([F:33])[F:31])[CH:28]=[CH:29][C:16]=3[CH2:15][N:14]([S:11]([C:8]3[CH:7]=[CH:6][C:5]([C:1]([CH3:4])([CH3:2])[CH3:3])=[CH:10][CH:9]=3)(=[O:12])=[O:13])[C:20]=2[C:21]=1[CH3:25]. (2) Given the reactants [O:1]1[CH2:6][CH2:5][O:4][C:3]2[CH:7]=[C:8]([C:11]3[NH:12][C:13]4[N:14]([N:18]=[CH:19][C:20]=4[C:21]#[N:22])[C:15](=[O:17])[CH:16]=3)[CH:9]=[CH:10][C:2]1=2.CS(C)=[O:25].C(=O)([O-])[O-].[K+].[K+].OO, predict the reaction product. The product is: [O:1]1[CH2:6][CH2:5][O:4][C:3]2[CH:7]=[C:8]([C:11]3[NH:12][C:13]4[N:14]([N:18]=[CH:19][C:20]=4[C:21]([NH2:22])=[O:25])[C:15](=[O:17])[CH:16]=3)[CH:9]=[CH:10][C:2]1=2. (3) The product is: [CH:1]1([CH2:4][O:5][C:6]2[CH:32]=[CH:31][C:9]3[N:10]=[C:11]([N:13]4[CH2:18][CH2:17][CH:16]([O:19][CH2:20][C@@H:21]([NH:23][C:24](=[O:30])[O:25][CH3:26])[CH3:22])[CH2:15][CH2:14]4)[O:12][C:8]=3[CH:7]=2)[CH2:2][CH2:3]1. Given the reactants [CH:1]1([CH2:4][O:5][C:6]2[CH:32]=[CH:31][C:9]3[N:10]=[C:11]([N:13]4[CH2:18][CH2:17][CH:16]([O:19][CH2:20][C@@H:21]([NH:23][C:24](=[O:30])[O:25][C:26](C)(C)C)[CH3:22])[CH2:15][CH2:14]4)[O:12][C:8]=3[CH:7]=2)[CH2:3][CH2:2]1.C(Cl)(=O)OC, predict the reaction product. (4) The product is: [CH2:25]([O:32][C:33]1[CH:34]=[CH:35][C:36]([CH:37]=[C:1]([Br:5])[Br:2])=[CH:39][CH:40]=1)[C:26]1[CH:27]=[CH:28][CH:29]=[CH:30][CH:31]=1. Given the reactants [C:1]([Br:5])(Br)(Br)[Br:2].C1(P(C2C=CC=CC=2)C2C=CC=CC=2)C=CC=CC=1.[CH2:25]([O:32][C:33]1[CH:40]=[CH:39][C:36]([CH:37]=O)=[CH:35][CH:34]=1)[C:26]1[CH:31]=[CH:30][CH:29]=[CH:28][CH:27]=1.C(=O)(O)[O-].[Na+], predict the reaction product. (5) Given the reactants [CH3:1][C:2]1([CH3:25])[C:6]2[CH:7]=[N:8][C:9]3[C:10](=[CH:11][CH:12]=[C:13]4[C:22]=3[CH:21]=[C:20]3[C:15]([CH:16]=[CH:17][CH:18]=[CH:19]3)=[CH:14]4)[C:5]=2[C:4]([CH3:24])([CH3:23])[CH2:3]1.[Br:26]N1C(=O)CCC1=O, predict the reaction product. The product is: [Br:26][C:14]1[C:13]2[C:22]([CH:21]=[C:20]3[C:15]=1[CH:16]=[CH:17][CH:18]=[CH:19]3)=[C:9]1[N:8]=[CH:7][C:6]3[C:2]([CH3:25])([CH3:1])[CH2:3][C:4]([CH3:24])([CH3:23])[C:5]=3[C:10]1=[CH:11][CH:12]=2. (6) The product is: [Cl:1][C:2]1[CH:9]=[CH:8][CH:7]=[CH:6][C:3]=1[CH:4]([N:18]1[CH2:19][CH2:20][C:21]2[S:13][CH:14]=[CH:15][C:16]=2[CH2:17]1)[C:10]#[N:11]. Given the reactants [Cl:1][C:2]1[CH:9]=[CH:8][CH:7]=[CH:6][C:3]=1[CH:4]=O.[C-:10]#[N:11].[Na+].[S:13]1[C:21]2[CH2:20][CH2:19][NH:18][CH2:17][C:16]=2[CH:15]=[CH:14]1.Cl.[NH4+].[OH-], predict the reaction product. (7) Given the reactants [F:1][C:2]1[CH:3]=[CH:4][CH:5]=[C:6]2[C:10]=1[N:9]([CH3:11])[C:8](=[O:12])[C:7]2=O, predict the reaction product. The product is: [F:1][C:2]1[CH:3]=[CH:4][CH:5]=[C:6]2[C:10]=1[N:9]([CH3:11])[C:8](=[O:12])[CH2:7]2. (8) The product is: [N:15]1([C:9](=[O:11])[CH2:8][O:7][C:6]2[CH:12]=[CH:13][CH:14]=[C:4]([N+:1]([O-:3])=[O:2])[CH:5]=2)[CH2:20][CH2:19][O:18][CH2:17][CH2:16]1. Given the reactants [N+:1]([C:4]1[CH:5]=[C:6]([CH:12]=[CH:13][CH:14]=1)[O:7][CH2:8][C:9]([OH:11])=O)([O-:3])=[O:2].[NH:15]1[CH2:20][CH2:19][O:18][CH2:17][CH2:16]1, predict the reaction product. (9) Given the reactants N1C=CN=C1.[CH3:6][C:7]([Si:10](Cl)([CH3:12])[CH3:11])([CH3:9])[CH3:8].[CH2:14]([C:16]1[O:17][C:18]([CH2:21][CH2:22][OH:23])=[CH:19][CH:20]=1)[CH3:15], predict the reaction product. The product is: [C:7]([Si:10]([O:23][CH2:22][CH2:21][C:18]1[O:17][C:16]([CH2:14][CH3:15])=[CH:20][CH:19]=1)([CH3:12])[CH3:11])([CH3:9])([CH3:8])[CH3:6].